Dataset: Peptide-MHC class I binding affinity with 185,985 pairs from IEDB/IMGT. Task: Regression. Given a peptide amino acid sequence and an MHC pseudo amino acid sequence, predict their binding affinity value. This is MHC class I binding data. (1) The peptide sequence is GTITGGVCYY. The MHC is HLA-A02:06 with pseudo-sequence HLA-A02:06. The binding affinity (normalized) is 0.136. (2) The MHC is HLA-A23:01 with pseudo-sequence HLA-A23:01. The binding affinity (normalized) is 1.00. The peptide sequence is SYGCPTNPF.